From a dataset of CYP1A2 inhibition data for predicting drug metabolism from PubChem BioAssay. Regression/Classification. Given a drug SMILES string, predict its absorption, distribution, metabolism, or excretion properties. Task type varies by dataset: regression for continuous measurements (e.g., permeability, clearance, half-life) or binary classification for categorical outcomes (e.g., BBB penetration, CYP inhibition). Dataset: cyp1a2_veith. (1) The molecule is C=CCN1CC[C@@]23CCCC[C@@H]2[C@@H]1Cc1ccc(O)cc13.O=C(O)[C@@H](O)[C@@H](O)C(=O)O. The result is 0 (non-inhibitor). (2) The drug is Cc1cc2ccccc2c(=O)n1CC(=O)NCC(=O)N1CCCC1. The result is 0 (non-inhibitor). (3) The molecule is C[C@@]12CCC(=O)C=C1CC[C@@H]1[C@@H]2[C@H](O)C[C@@]2(C)[C@H](C(=O)CO)CC[C@H]12. The result is 0 (non-inhibitor). (4) The drug is O=C1c2ccccc2C(=O)c2c1ccc(C(=O)N1CCCCC1)c2NCCO. The result is 1 (inhibitor). (5) The drug is C=CCn1c(=O)c(C(=O)NCCN(CC)CC)c(O)c2ccccc21.Cl. The result is 1 (inhibitor). (6) The molecule is OCCNCCCOc1cccc(Cl)c1Cl. The result is 1 (inhibitor). (7) The compound is CCN(CC)C(=O)c1cc2cc([N+](=O)[O-])ccc2s1. The result is 1 (inhibitor). (8) The drug is COc1ccc(NC(=S)Nc2ncccc2C)c(OC)c1. The result is 1 (inhibitor). (9) The drug is CN(C(=S)NC(=O)c1ccccc1Br)C1CCCCC1. The result is 1 (inhibitor). (10) The molecule is O=C(NCCc1ccccc1)C(=O)NCC1(c2ccccc2)CCCC1. The result is 0 (non-inhibitor).